Dataset: Forward reaction prediction with 1.9M reactions from USPTO patents (1976-2016). Task: Predict the product of the given reaction. Given the reactants COC1C=CC(C[NH:8][C:9]2[CH:14]=[C:13]([NH:15][C:16]3[CH:21]=[CH:20][N:19]=[C:18]([C:22]([F:25])([F:24])[F:23])[CH:17]=3)[N:12]=[C:11]([C:26]3[CH:31]=[CH:30][CH:29]=[C:28]([C:32]([F:35])([F:34])[F:33])[N:27]=3)[N:10]=2)=CC=1.C(O)(C(F)(F)F)=O, predict the reaction product. The product is: [F:34][C:32]([F:33])([F:35])[C:28]1[N:27]=[C:26]([C:11]2[N:12]=[C:13]([NH:15][C:16]3[CH:21]=[CH:20][N:19]=[C:18]([C:22]([F:23])([F:24])[F:25])[CH:17]=3)[CH:14]=[C:9]([NH2:8])[N:10]=2)[CH:31]=[CH:30][CH:29]=1.